This data is from Forward reaction prediction with 1.9M reactions from USPTO patents (1976-2016). The task is: Predict the product of the given reaction. (1) Given the reactants [CH:1]1([C:7]2([CH3:15])[N:11]([CH3:12])[C:10](=[O:13])[NH:9][C:8]2=[O:14])[CH2:6][CH2:5][CH2:4][CH2:3][CH2:2]1.Br[CH2:17][C:18]([C:20]1[S:21](=O)[CH:22]=[CH:23][CH:24]=1)=[O:19], predict the reaction product. The product is: [CH:1]1([C:7]2([CH3:15])[N:11]([CH3:12])[C:10](=[O:13])[N:9]([CH2:17][C:18](=[O:19])[C:20]3[S:21][CH:22]=[CH:23][CH:24]=3)[C:8]2=[O:14])[CH2:2][CH2:3][CH2:4][CH2:5][CH2:6]1. (2) Given the reactants [C:1]1([OH:7])[CH:6]=[CH:5][CH:4]=[CH:3][CH:2]=1.[H-].[Na+].Cl[C:11]1[N:16]=[CH:15][C:14]([C:17]([C:19]2[CH:35]=[CH:34][C:33]([O:36][CH3:37])=[CH:32][C:20]=2[O:21][C:22]([CH3:31])([CH3:30])[C:23]([O:25][C:26]([CH3:29])([CH3:28])[CH3:27])=[O:24])=[O:18])=[CH:13][CH:12]=1.[Cl-].[NH4+], predict the reaction product. The product is: [CH3:37][O:36][C:33]1[CH:34]=[CH:35][C:19]([C:17]([C:14]2[CH:15]=[N:16][C:11]([O:7][C:1]3[CH:6]=[CH:5][CH:4]=[CH:3][CH:2]=3)=[CH:12][CH:13]=2)=[O:18])=[C:20]([CH:32]=1)[O:21][C:22]([CH3:31])([CH3:30])[C:23]([O:25][C:26]([CH3:29])([CH3:28])[CH3:27])=[O:24].